From a dataset of Forward reaction prediction with 1.9M reactions from USPTO patents (1976-2016). Predict the product of the given reaction. (1) Given the reactants [O:1]1[CH2:3][CH:2]1[CH2:4][N:5]1[CH2:10][CH2:9][O:8][CH2:7][CH2:6]1.[NH3:11], predict the reaction product. The product is: [NH2:11][CH2:3][CH:2]([OH:1])[CH2:4][N:5]1[CH2:10][CH2:9][O:8][CH2:7][CH2:6]1. (2) Given the reactants C([O:8][C:9]1[CH:14]=[CH:13][C:12]([O:15][CH2:16][CH2:17][CH2:18][C:19]([O:21]CC)=[O:20])=[C:11]([N+:24]([O-:26])=[O:25])[CH:10]=1)C1C=CC=CC=1.Cl, predict the reaction product. The product is: [OH:8][C:9]1[CH:14]=[CH:13][C:12]([O:15][CH2:16][CH2:17][CH2:18][C:19]([OH:21])=[O:20])=[C:11]([N+:24]([O-:26])=[O:25])[CH:10]=1. (3) Given the reactants [F:1][C:2]1[C:3]([C:9]([N:11]2[CH2:14][CH:13]([F:15])[CH2:12]2)=[O:10])=[N:4][CH:5]=[C:6](F)[CH:7]=1.[OH:16][C:17]1[C:22]2[CH2:23][C:24]([CH3:27])([CH3:26])[O:25][C:21]=2[CH:20]=[C:19]([C:28]([O:30][CH3:31])=[O:29])[CH:18]=1.C([O-])([O-])=O.[Cs+].[Cs+], predict the reaction product. The product is: [F:1][C:2]1[CH:7]=[C:6]([O:16][C:17]2[C:22]3[CH2:23][C:24]([CH3:27])([CH3:26])[O:25][C:21]=3[CH:20]=[C:19]([C:28]([O:30][CH3:31])=[O:29])[CH:18]=2)[CH:5]=[N:4][C:3]=1[C:9]([N:11]1[CH2:14][CH:13]([F:15])[CH2:12]1)=[O:10]. (4) Given the reactants [CH3:1][O:2][C:3]1[CH:15]=[CH:14][C:13]2[C:12]3[C:7](=[CH:8][C:9]([O:16][CH3:17])=[CH:10][CH:11]=3)[NH:6][C:5]=2[CH:4]=1.Br[CH2:19][CH2:20][CH2:21][CH2:22][CH2:23][CH2:24][CH2:25][CH3:26].[OH-].[Na+].CC(C)=O, predict the reaction product. The product is: [CH2:19]([N:6]1[C:5]2[CH:4]=[C:3]([O:2][CH3:1])[CH:15]=[CH:14][C:13]=2[C:12]2[C:7]1=[CH:8][C:9]([O:16][CH3:17])=[CH:10][CH:11]=2)[CH2:20][CH2:21][CH2:22][CH2:23][CH2:24][CH2:25][CH3:26].